Predict which catalyst facilitates the given reaction. From a dataset of Catalyst prediction with 721,799 reactions and 888 catalyst types from USPTO. (1) Reactant: C[O:2][C:3](=[O:40])[CH2:4][CH2:5][NH:6][C:7](=[O:39])[C:8]1[CH:13]=[CH:12][C:11]([CH2:14][N:15]([C:32]2[CH:37]=[CH:36][C:35]([Cl:38])=[CH:34][CH:33]=2)[C:16]2[S:17][CH:18]=[C:19]([C:21]3[CH:26]=[CH:25][C:24]([O:27][C:28]([F:31])([F:30])[F:29])=[CH:23][CH:22]=3)[N:20]=2)=[CH:10][CH:9]=1.[OH-].[Na+]. Product: [Cl:38][C:35]1[CH:34]=[CH:33][C:32]([N:15]([CH2:14][C:11]2[CH:10]=[CH:9][C:8]([C:7]([NH:6][CH2:5][CH2:4][C:3]([OH:40])=[O:2])=[O:39])=[CH:13][CH:12]=2)[C:16]2[S:17][CH:18]=[C:19]([C:21]3[CH:22]=[CH:23][C:24]([O:27][C:28]([F:31])([F:30])[F:29])=[CH:25][CH:26]=3)[N:20]=2)=[CH:37][CH:36]=1. The catalyst class is: 8. (2) Reactant: C(N(CC)CC)C.[F:8][C:9]([F:37])([F:36])[C@@H:10]([NH:27][C@H:28]([C:33](O)=[O:34])[CH2:29][CH:30]([CH3:32])[CH3:31])[C:11]1[CH:16]=[CH:15][C:14]([C:17]2[CH:22]=[CH:21][C:20]([S:23]([CH3:26])(=[O:25])=[O:24])=[CH:19][CH:18]=2)=[CH:13][CH:12]=1.F[P-](F)(F)(F)(F)F.N1(O[P+](N2CCCC2)(N2CCCC2)N2CCCC2)C2C=CC=CC=2N=N1.Br.[NH2:72][CH:73]1[CH2:78][CH2:77][O:76][C:74]1=[O:75]. Product: [O:75]=[C:74]1[CH:73]([NH:72][C:33](=[O:34])[C@H:28]([CH2:29][CH:30]([CH3:31])[CH3:32])[NH:27][C@@H:10]([C:11]2[CH:16]=[CH:15][C:14]([C:17]3[CH:22]=[CH:21][C:20]([S:23]([CH3:26])(=[O:24])=[O:25])=[CH:19][CH:18]=3)=[CH:13][CH:12]=2)[C:9]([F:8])([F:37])[F:36])[CH2:78][CH2:77][O:76]1. The catalyst class is: 3. (3) Reactant: [F:1][C:2]1([F:16])[O:7][C:6]2[CH:8]=[CH:9][C:10]([N+:12]([O-])=O)=[CH:11][C:5]=2[NH:4][C:3]1=[O:15]. Product: [NH2:12][C:10]1[CH:9]=[CH:8][C:6]2[O:7][C:2]([F:16])([F:1])[C:3](=[O:15])[NH:4][C:5]=2[CH:11]=1. The catalyst class is: 19. (4) Reactant: [C:1]([O:5][C:6](=[O:22])[NH:7][CH2:8][CH:9]([O:11][C:12]1[CH:17]=[C:16]([F:18])[CH:15]=[CH:14][C:13]=1[N+:19]([O-])=O)[CH3:10])([CH3:4])([CH3:3])[CH3:2]. Product: [C:1]([O:5][C:6](=[O:22])[NH:7][CH2:8][CH:9]([O:11][C:12]1[CH:17]=[C:16]([F:18])[CH:15]=[CH:14][C:13]=1[NH2:19])[CH3:10])([CH3:2])([CH3:3])[CH3:4]. The catalyst class is: 43. (5) Reactant: [CH3:1][N:2]([C:4]1[CH:9]=[C:8]([C:10]2[CH:15]=[CH:14][CH:13]=[CH:12][CH:11]=2)[N:7]=[C:6]([CH3:16])[N:5]=1)[NH2:3].[CH3:17][C:18]1[CH:23]=[CH:22][C:21]([C:24]([CH3:26])=O)=[CH:20][CH:19]=1. Product: [CH3:1][N:2]([C:4]1[CH:9]=[C:8]([C:10]2[CH:11]=[CH:12][CH:13]=[CH:14][CH:15]=2)[N:7]=[C:6]([CH3:16])[N:5]=1)[N:3]=[C:24]([C:21]1[CH:22]=[CH:23][C:18]([CH3:17])=[CH:19][CH:20]=1)[CH3:26]. The catalyst class is: 8. (6) Reactant: [CH2:1]([C:5]1[N:6]=[C:7]([CH3:27])[NH:8][C:9](=[O:26])[C:10]=1[CH2:11][C:12]1[CH:17]=[CH:16][C:15]([C:18]2[C:19]([C:24]#[N:25])=[CH:20][CH:21]=[CH:22][CH:23]=2)=[CH:14][CH:13]=1)[CH2:2][CH2:3][CH3:4].[H-].[Na+].CN(C)C=O.Cl[CH2:36][C:37]1[CH:42]=[CH:41][C:40]([O:43][CH3:44])=[CH:39][CH:38]=1. Product: [CH2:1]([C:5]1[N:6]=[C:7]([CH3:27])[N:8]([CH2:36][C:37]2[CH:42]=[CH:41][C:40]([O:43][CH3:44])=[CH:39][CH:38]=2)[C:9](=[O:26])[C:10]=1[CH2:11][C:12]1[CH:17]=[CH:16][C:15]([C:18]2[C:19]([C:24]#[N:25])=[CH:20][CH:21]=[CH:22][CH:23]=2)=[CH:14][CH:13]=1)[CH2:2][CH2:3][CH3:4]. The catalyst class is: 13. (7) Reactant: [NH2:1][C:2]1[N:3]=[CH:4][C:5]([C:12]2[CH:13]=[N:14][N:15]([CH:17]3[CH2:22][CH2:21][N:20](C(=O)C)[CH2:19][CH2:18]3)[CH:16]=2)=[C:6]2[CH:10]=[C:9]([Cl:11])[O:8][C:7]=12.[Cl:26][C:27]1[CH:32]=[CH:31][C:30](B(O)O)=[CH:29][C:28]=1[C:36]([O:38]C)=[O:37].C(=O)([O-])[O-].[Na+].[Na+].Cl. Product: [ClH:11].[NH2:1][C:2]1[N:3]=[CH:4][C:5]([C:12]2[CH:13]=[N:14][N:15]([CH:17]3[CH2:22][CH2:21][NH:20][CH2:19][CH2:18]3)[CH:16]=2)=[C:6]2[CH:10]=[C:9]([C:30]3[CH:31]=[CH:32][C:27]([Cl:26])=[C:28]([CH:29]=3)[C:36]([OH:38])=[O:37])[O:8][C:7]=12. The catalyst class is: 660. (8) Reactant: [CH3:1][C:2]1([CH3:16])[C:6]([CH3:8])([CH3:7])[O:5][B:4]([C:9]2[CH:14]=[CH:13][C:12]([OH:15])=[CH:11][CH:10]=2)[O:3]1.[C:17](=O)([O-])[O-].[Cs+].[Cs+].Br[CH2:24][C:25]([NH2:27])=[O:26]. Product: [CH:24]([O:15][CH:12]([CH3:11])[CH3:13])([CH3:25])[CH3:17].[NH2:27][C:25]([CH2:24][O:15][C:12]1[CH:13]=[CH:14][C:9]([B:4]2[O:3][C:2]([CH3:16])([CH3:1])[C:6]([CH3:7])([CH3:8])[O:5]2)=[CH:10][CH:11]=1)=[O:26]. The catalyst class is: 21. (9) Reactant: [CH:1]([O:4][C:5]1[C:10]([NH2:11])=[CH:9][CH:8]=[CH:7][N:6]=1)([CH3:3])[CH3:2].Cl[C:13]1[C:14]2[C:21]([CH3:22])=[C:20]([C:23]([O:25][CH3:26])=[O:24])[S:19][C:15]=2[N:16]=[CH:17][N:18]=1.CC1(C)C2C(=C(P(C3C=CC=CC=3)C3C=CC=CC=3)C=CC=2)OC2C(P(C3C=CC=CC=3)C3C=CC=CC=3)=CC=CC1=2.C(=O)([O-])[O-].[Cs+].[Cs+]. Product: [CH:1]([O:4][C:5]1[C:10]([NH:11][C:13]2[C:14]3[C:21]([CH3:22])=[C:20]([C:23]([O:25][CH3:26])=[O:24])[S:19][C:15]=3[N:16]=[CH:17][N:18]=2)=[CH:9][CH:8]=[CH:7][N:6]=1)([CH3:3])[CH3:2]. The catalyst class is: 62. (10) Reactant: [CH2:1]([O:8][C:9]([NH:11][C:12]12[CH2:19][CH2:18][C:15]([C:20]([OH:22])=[O:21])([CH2:16][CH2:17]1)[CH2:14][CH2:13]2)=[O:10])[C:2]1[CH:7]=[CH:6][CH:5]=[CH:4][CH:3]=1.C(=O)(O)[O-].[Na+].[CH2:28](I)[CH3:29]. Product: [CH2:1]([O:8][C:9]([NH:11][C:12]12[CH2:19][CH2:18][C:15]([C:20]([O:22][CH2:28][CH3:29])=[O:21])([CH2:16][CH2:17]1)[CH2:14][CH2:13]2)=[O:10])[C:2]1[CH:3]=[CH:4][CH:5]=[CH:6][CH:7]=1. The catalyst class is: 9.